From a dataset of Reaction yield outcomes from USPTO patents with 853,638 reactions. Predict the reaction yield, written as a fraction of the theoretical maximum amount of product (1.0 means a 100% yield; for example, 0.34 means a 34% yield). (1) The reactants are C([O:8][C:9]1[CH:10]=[C:11]([C:15]2[N:24]=[C:23]([NH:25][C:26]3[CH:27]=[C:28]4[C:32](=[CH:33][CH:34]=3)[N:31]([C:35]([O:37][C:38]([CH3:41])([CH3:40])[CH3:39])=[O:36])[N:30]=[CH:29]4)[C:22]3[C:17](=[CH:18][C:19]([O:47][CH3:48])=[C:20]([O:42][CH2:43][CH2:44][O:45][CH3:46])[CH:21]=3)[N:16]=2)[CH:12]=[CH:13][CH:14]=1)C1C=CC=CC=1.N#N. The catalyst is CO.COCCOC.[Pd]. The product is [OH:8][C:9]1[CH:10]=[C:11]([C:15]2[N:24]=[C:23]([NH:25][C:26]3[CH:27]=[C:28]4[C:32](=[CH:33][CH:34]=3)[N:31]([C:35]([O:37][C:38]([CH3:40])([CH3:41])[CH3:39])=[O:36])[N:30]=[CH:29]4)[C:22]3[C:17](=[CH:18][C:19]([O:47][CH3:48])=[C:20]([O:42][CH2:43][CH2:44][O:45][CH3:46])[CH:21]=3)[N:16]=2)[CH:12]=[CH:13][CH:14]=1. The yield is 0.970. (2) The reactants are Cl[C:2]1[C:11]2[C:6](=[CH:7][C:8]([O:14][CH3:15])=[C:9]([O:12][CH3:13])[CH:10]=2)[N:5]=[CH:4][C:3]=1[C:16]([NH2:18])=[O:17].[NH2:19][C:20]1[CH:28]=[CH:27][CH:26]=[CH:25][C:21]=1[C:22]([NH2:24])=[O:23].C(O)(=O)C. The catalyst is CN(C=O)C. The product is [NH2:24][C:22]([C:21]1[CH:25]=[CH:26][CH:27]=[CH:28][C:20]=1[NH:19][C:2]1[C:11]2[C:6](=[CH:7][C:8]([O:14][CH3:15])=[C:9]([O:12][CH3:13])[CH:10]=2)[N:5]=[CH:4][C:3]=1[C:16]([NH2:18])=[O:17])=[O:23]. The yield is 0.410. (3) The reactants are [C:1]1(=[C:7]([C:18]2[CH:23]=[CH:22][C:21]([OH:24])=[CH:20][CH:19]=2)[C:8]2[CH:17]=[CH:16][C:11]([C:12]([O:14]C)=[O:13])=[CH:10][CH:9]=2)[CH2:6][CH2:5][CH2:4][CH2:3][CH2:2]1.[OH-].[Na+]. The catalyst is C1COCC1.CCO. The product is [C:1]1(=[C:7]([C:18]2[CH:23]=[CH:22][C:21]([OH:24])=[CH:20][CH:19]=2)[C:8]2[CH:17]=[CH:16][C:11]([C:12]([OH:14])=[O:13])=[CH:10][CH:9]=2)[CH2:6][CH2:5][CH2:4][CH2:3][CH2:2]1. The yield is 0.520. (4) The reactants are [NH2:1][C:2]1[CH:7]=[CH:6][CH:5]=[CH:4][C:3]=1[C:8](=O)[CH2:9][CH2:10][Si:11]([CH3:14])([CH3:13])[CH3:12].C1(C)C=CC(S(O)(=O)=O)=CC=1.[CH3:27][CH2:28][C@@:29]1([OH:58])[C:34](=[O:35])[O:33][CH2:32][C:31]2[C:36]([N:38]3[C:50](=[CH:51][C:30]1=2)[C:49]1N=C2C(C(CC[Si](C)(C)C)=CC=C2)=C[C:40]=1[CH2:39]3)=[O:37]. The catalyst is C(O)(=O)C.C1(C)C=CC=CC=1. The product is [CH3:27][CH2:28][C@@:29]1([OH:58])[C:34](=[O:35])[O:33][CH2:32][C:31]2[C:36]([N:38]3[C:50](=[CH:51][C:30]1=2)[C:49]1[C:40](=[C:8]([CH2:9][CH2:10][Si:11]([CH3:14])([CH3:13])[CH3:12])[C:3]2[C:2]([N:1]=1)=[CH:7][CH:6]=[CH:5][CH:4]=2)[CH2:39]3)=[O:37]. The yield is 0.980. (5) The catalyst is C([O-])(=O)C.[Pd+2].C([O-])(=O)C.C(COC)OC. The product is [Cl:1][C:2]1[CH:7]=[CH:6][C:5]([C:12]2[CH:19]=[CH:18][C:15]([CH:16]=[O:17])=[CH:14][CH:13]=2)=[CH:4][CH:3]=1. The reactants are [Cl:1][C:2]1[CH:7]=[CH:6][C:5](B(O)O)=[CH:4][CH:3]=1.Br[C:12]1[CH:19]=[CH:18][C:15]([CH:16]=[O:17])=[CH:14][CH:13]=1. The yield is 0.940. (6) The reactants are CCN=C=NCCCN(C)C.Cl.[C:13]([C:16]1[CH:17]=[C:18]([CH:29]=[CH:30][CH:31]=1)[CH2:19][N:20]([CH3:28])[C:21](=[O:27])[O:22][C:23]([CH3:26])([CH3:25])[CH3:24])([OH:15])=O.[NH:32]1[C:41]2[C:36](=[CH:37][CH:38]=[CH:39][CH:40]=2)[NH:35][CH2:34][C:33]1=[O:42]. The catalyst is CN(C)C1C=CN=CC=1.ClCCl.C(OCC)(=O)C. The product is [N:35]1([C:13]([C:16]2[CH:17]=[C:18]([CH:29]=[CH:30][CH:31]=2)[CH2:19][N:20]([CH3:28])[C:21](=[O:27])[O:22][C:23]([CH3:26])([CH3:25])[CH3:24])=[O:15])[C:36]2[C:41](=[CH:40][CH:39]=[CH:38][CH:37]=2)[NH:32][C:33](=[O:42])[CH2:34]1. The yield is 0.270. (7) The catalyst is CN(C=O)C. The reactants are Cl[CH2:2][CH2:3][O:4][C:5]1[C:31]([O:32][CH3:33])=[CH:30][C:8]2[NH:9][C:10](=[O:29])[C:11]3[CH:17]=[CH:16][C:15]([C:18]4[CH:23]=[CH:22][C:21]([N+:24]([O-:26])=[O:25])=[C:20]([O:27][CH3:28])[CH:19]=4)=[CH:14][C:12]=3[NH:13][C:7]=2[CH:6]=1.[NH:34]1[CH2:38][CH2:37][CH2:36][CH2:35]1.C([O-])([O-])=O.[K+].[K+]. The yield is 0.510. The product is [CH3:33][O:32][C:31]1[C:5]([O:4][CH2:3][CH2:2][N:34]2[CH2:38][CH2:37][CH2:36][CH2:35]2)=[CH:6][C:7]2[NH:13][C:12]3[CH:14]=[C:15]([C:18]4[CH:23]=[CH:22][C:21]([N+:24]([O-:26])=[O:25])=[C:20]([O:27][CH3:28])[CH:19]=4)[CH:16]=[CH:17][C:11]=3[C:10](=[O:29])[NH:9][C:8]=2[CH:30]=1.